From a dataset of Rat liver microsome stability data. Regression/Classification. Given a drug SMILES string, predict its absorption, distribution, metabolism, or excretion properties. Task type varies by dataset: regression for continuous measurements (e.g., permeability, clearance, half-life) or binary classification for categorical outcomes (e.g., BBB penetration, CYP inhibition). Dataset: rlm. The compound is NC1CN(c2cc(-c3ccsc3)ncn2)CC1c1ccc(F)cc1Cl. The result is 0 (unstable in rat liver microsomes).